This data is from Forward reaction prediction with 1.9M reactions from USPTO patents (1976-2016). The task is: Predict the product of the given reaction. (1) Given the reactants Cl[C:2]1[CH:7]=[CH:6][N:5]=[C:4]2[CH:8]=[C:9]([C:11]3[S:12][CH:13]=[C:14]([CH2:16][OH:17])[N:15]=3)[S:10][C:3]=12.[CH:18]1([NH:21][C:22]([C:24]2[C:25]3[CH:33]=[CH:32][C:31]([OH:34])=[CH:30][C:26]=3[S:27][C:28]=2[CH3:29])=[O:23])[CH2:20][CH2:19]1.C([O-])([O-])=O.[Cs+].[Cs+], predict the reaction product. The product is: [CH:18]1([NH:21][C:22]([C:24]2[C:25]3[CH:33]=[CH:32][C:31]([O:34][C:2]4[CH:7]=[CH:6][N:5]=[C:4]5[CH:8]=[C:9]([C:11]6[S:12][CH:13]=[C:14]([CH2:16][OH:17])[N:15]=6)[S:10][C:3]=45)=[CH:30][C:26]=3[S:27][C:28]=2[CH3:29])=[O:23])[CH2:20][CH2:19]1. (2) Given the reactants [O:1]=[C:2]1[C:5]2([CH2:10][CH2:9][N:8]([C:11]([O:13][C:14]([CH3:17])([CH3:16])[CH3:15])=[O:12])[CH2:7][CH2:6]2)[CH:4]([C:18]2[CH:23]=[CH:22][C:21]([Cl:24])=[CH:20][CH:19]=2)[NH:3]1.[H-].[Na+].Br[CH:28]([CH3:30])[CH3:29], predict the reaction product. The product is: [O:1]=[C:2]1[C:5]2([CH2:10][CH2:9][N:8]([C:11]([O:13][C:14]([CH3:17])([CH3:16])[CH3:15])=[O:12])[CH2:7][CH2:6]2)[CH:4]([C:18]2[CH:19]=[CH:20][C:21]([Cl:24])=[CH:22][CH:23]=2)[N:3]1[CH:28]([CH3:30])[CH3:29]. (3) Given the reactants [C:1]([NH:4][CH:5]([C:10]1[CH:15]=[CH:14][CH:13]=[CH:12][CH:11]=1)[CH2:6][C:7]([OH:9])=O)(=[O:3])[CH3:2].C(Cl)CCl.C(N(CC)CC)C.[Cl:27][C:28]1[CH:41]=[CH:40][C:31]([O:32][C:33]2[CH:38]=[CH:37][CH:36]=[CH:35][C:34]=2[NH2:39])=[CH:30][CH:29]=1, predict the reaction product. The product is: [Cl:27][C:28]1[CH:41]=[CH:40][C:31]([O:32][C:33]2[CH:38]=[CH:37][CH:36]=[CH:35][C:34]=2[NH:39][C:7](=[O:9])[CH2:6][CH:5]([NH:4][C:1](=[O:3])[CH3:2])[C:10]2[CH:15]=[CH:14][CH:13]=[CH:12][CH:11]=2)=[CH:30][CH:29]=1. (4) Given the reactants [C:1]([O:5][C:6]([N:8]1[CH2:13][CH2:12][CH:11]([O:14][CH2:15]/[CH:16]=[CH:17]/[C:18]2[CH:23]=[CH:22][C:21]([S:24]([CH3:27])(=[O:26])=[O:25])=[CH:20][CH:19]=2)[CH2:10][CH2:9]1)=[O:7])([CH3:4])([CH3:3])[CH3:2], predict the reaction product. The product is: [C:1]([O:5][C:6]([N:8]1[CH2:13][CH2:12][CH:11]([O:14][CH2:15][CH2:16][CH2:17][C:18]2[CH:23]=[CH:22][C:21]([S:24]([CH3:27])(=[O:26])=[O:25])=[CH:20][CH:19]=2)[CH2:10][CH2:9]1)=[O:7])([CH3:4])([CH3:3])[CH3:2]. (5) Given the reactants Br[C:2]1[O:6][C:5]([C:7]([O:9][CH3:10])=[O:8])=[CH:4][CH:3]=1.C([O-])([O-])=O.[Na+].[Na+].[S:17]1[CH:21]=[CH:20][CH:19]=[C:18]1B(O)O, predict the reaction product. The product is: [S:17]1[CH:21]=[CH:20][CH:19]=[C:18]1[C:2]1[O:6][C:5]([C:7]([O:9][CH3:10])=[O:8])=[CH:4][CH:3]=1. (6) Given the reactants [N+]([C:4]1[C:13]2[C:8](=[CH:9][CH:10]=[CH:11][CH:12]=2)[N:7]=[C:6]([C:14]2[CH:20]=[CH:19][C:17]([NH2:18])=[CH:16][CH:15]=2)[CH:5]=1)([O-])=O.[F-:21].[K+], predict the reaction product. The product is: [F:21][C:4]1[C:13]2[C:8](=[CH:9][CH:10]=[CH:11][CH:12]=2)[N:7]=[C:6]([C:14]2[CH:20]=[CH:19][C:17]([NH2:18])=[CH:16][CH:15]=2)[CH:5]=1. (7) Given the reactants [F:1][C:2]1[CH:3]=[C:4]([C:9]2[N:16]=[C:15]([OH:17])[CH:14]=[CH:13][C:10]=2[C:11]#[N:12])[CH:5]=[C:6]([F:8])[CH:7]=1.S(=O)(=O)(O)O.[I:23]N1C(=O)CCC1=O, predict the reaction product. The product is: [F:8][C:6]1[CH:5]=[C:4]([C:9]2[N:16]=[C:15]([OH:17])[C:14]([I:23])=[CH:13][C:10]=2[C:11]#[N:12])[CH:3]=[C:2]([F:1])[CH:7]=1. (8) Given the reactants [Cl:1][C:2]1[CH:9]=[C:8]([N:10]([CH2:16][C:17]2[CH:22]=[CH:21][CH:20]=[CH:19][C:18]=2[F:23])[C@H:11]2[CH2:15][CH2:14][NH:13][CH2:12]2)[CH:7]=[CH:6][C:3]=1[C:4]#[N:5].[CH3:24][CH:25]([S:27](Cl)(=[O:29])=[O:28])[CH3:26], predict the reaction product. The product is: [Cl:1][C:2]1[CH:9]=[C:8]([N:10]([CH2:16][C:17]2[CH:22]=[CH:21][CH:20]=[CH:19][C:18]=2[F:23])[C@H:11]2[CH2:15][CH2:14][N:13]([S:27]([CH:25]([CH3:26])[CH3:24])(=[O:29])=[O:28])[CH2:12]2)[CH:7]=[CH:6][C:3]=1[C:4]#[N:5]. (9) Given the reactants [Cl:1][C:2]1[C:3]([N:10]2[C:14]3[CH:15]=[CH:16][CH:17]=[CH:18][C:13]=3[N:12]=[C:11]2[CH3:19])=[N:4][C:5]([F:9])=[N:6][C:7]=1F.[NH4+:20].[OH-], predict the reaction product. The product is: [Cl:1][C:2]1[C:7]([NH2:20])=[N:6][C:5]([F:9])=[N:4][C:3]=1[N:10]1[C:14]2[CH:15]=[CH:16][CH:17]=[CH:18][C:13]=2[N:12]=[C:11]1[CH3:19].